Regression. Given a peptide amino acid sequence and an MHC pseudo amino acid sequence, predict their binding affinity value. This is MHC class I binding data. From a dataset of Peptide-MHC class I binding affinity with 185,985 pairs from IEDB/IMGT. The peptide sequence is RGKLKRRAI. The MHC is HLA-A69:01 with pseudo-sequence HLA-A69:01. The binding affinity (normalized) is 0.0847.